From a dataset of Peptide-MHC class I binding affinity with 185,985 pairs from IEDB/IMGT. Regression. Given a peptide amino acid sequence and an MHC pseudo amino acid sequence, predict their binding affinity value. This is MHC class I binding data. (1) The peptide sequence is DYKECEWPL. The MHC is HLA-A11:01 with pseudo-sequence HLA-A11:01. The binding affinity (normalized) is 0.0847. (2) The peptide sequence is NVAVIDKAK. The MHC is HLA-A03:01 with pseudo-sequence HLA-A03:01. The binding affinity (normalized) is 0.144. (3) The peptide sequence is SGPSNTYPEI. The MHC is HLA-A02:06 with pseudo-sequence HLA-A02:06. The binding affinity (normalized) is 0. (4) The peptide sequence is MTLMKGASK. The MHC is HLA-A30:01 with pseudo-sequence HLA-A30:01. The binding affinity (normalized) is 0.323. (5) The peptide sequence is WENGFKVVL. The MHC is HLA-B39:01 with pseudo-sequence HLA-B39:01. The binding affinity (normalized) is 0.427. (6) The peptide sequence is MQGKDFNHL. The MHC is HLA-A80:01 with pseudo-sequence HLA-A80:01. The binding affinity (normalized) is 0.0847.